Dataset: Full USPTO retrosynthesis dataset with 1.9M reactions from patents (1976-2016). Task: Predict the reactants needed to synthesize the given product. (1) Given the product [Cl:1][C:2]1[CH:3]=[C:4]2[C:9](=[C:10]([NH:16][CH3:15])[N:11]=1)[C:8](=[O:13])[N:7]([CH3:14])[CH:6]=[CH:5]2, predict the reactants needed to synthesize it. The reactants are: [Cl:1][C:2]1[CH:3]=[C:4]2[C:9](=[C:10](Cl)[N:11]=1)[C:8](=[O:13])[N:7]([CH3:14])[CH:6]=[CH:5]2.[CH3:15][NH2:16]. (2) The reactants are: [Cl:1][C:2]1[C:3]([C:15]2([C:18]#[N:19])[CH2:17][CH2:16]2)=[N:4][CH:5]=[C:6]([CH:8]2[CH2:10][CH:9]2[C:11]([F:14])([F:13])[F:12])[CH:7]=1. Given the product [Cl:1][C:2]1[C:3]([C:15]2([CH2:18][NH2:19])[CH2:17][CH2:16]2)=[N:4][CH:5]=[C:6]([CH:8]2[CH2:10][CH:9]2[C:11]([F:14])([F:12])[F:13])[CH:7]=1, predict the reactants needed to synthesize it. (3) Given the product [F:57][C:58]1[CH:63]=[C:62]([F:64])[CH:61]=[CH:60][C:59]=1[NH:65][C:66](=[O:67])[NH:32][C:35]1[CH:40]=[CH:39][C:38]([C:41]2[CH:45]=[CH:44][N:43]([CH:46]3[CH2:51][CH2:50][CH:49]([C:52]([O:54][CH2:55][CH3:56])=[O:53])[CH2:48][CH2:47]3)[N:42]=2)=[CH:37][CH:36]=1, predict the reactants needed to synthesize it. The reactants are: FC(F)(F)C1C=C(NC(=O)NC2C=CC(C3SC(CCC(OC)=O)=NC=3)=CC=2)C=CC=1.[N+:32]([C:35]1[CH:40]=[CH:39][C:38]([C:41]2[CH:45]=[CH:44][N:43]([CH:46]3[CH2:51][CH2:50][CH:49]([C:52]([O:54][CH2:55][CH3:56])=[O:53])[CH2:48][CH2:47]3)[N:42]=2)=[CH:37][CH:36]=1)([O-])=O.[F:57][C:58]1[CH:63]=[C:62]([F:64])[CH:61]=[CH:60][C:59]=1[N:65]=[C:66]=[O:67]. (4) Given the product [Br:1][C:2]1[N:7]=[C:6]2[C:8]([CH3:36])=[C:9]([CH:11]([NH:18][C:19]3[CH:20]=[CH:21][C:22]([C:25]([N:27]([CH3:35])[CH2:28][CH2:29][C:30]([OH:32])=[O:31])=[O:26])=[CH:23][CH:24]=3)[CH:12]3[CH2:13][CH2:14][CH2:15][CH2:16][CH2:17]3)[O:10][C:5]2=[CH:4][CH:3]=1, predict the reactants needed to synthesize it. The reactants are: [Br:1][C:2]1[N:7]=[C:6]2[C:8]([CH3:36])=[C:9]([CH:11]([NH:18][C:19]3[CH:24]=[CH:23][C:22]([C:25]([N:27]([CH3:35])[CH2:28][CH2:29][C:30]([O:32]CC)=[O:31])=[O:26])=[CH:21][CH:20]=3)[CH:12]3[CH2:17][CH2:16][CH2:15][CH2:14][CH2:13]3)[O:10][C:5]2=[CH:4][CH:3]=1.O1CCCC1.[OH-].[Li+]. (5) Given the product [CH3:1][O:2][C:3]1[C:8]([C:9]2[CH:14]=[CH:13][C:12]([C:15]([F:16])([F:18])[F:17])=[CH:11][CH:10]=2)=[CH:7][C:6]([CH2:19][NH2:20])=[CH:5][CH:4]=1, predict the reactants needed to synthesize it. The reactants are: [CH3:1][O:2][C:3]1[C:8]([C:9]2[CH:14]=[CH:13][C:12]([C:15]([F:18])([F:17])[F:16])=[CH:11][CH:10]=2)=[CH:7][C:6]([C:19]#[N:20])=[CH:5][CH:4]=1.[H][H]. (6) The reactants are: [NH2:1][C:2]1[CH:11]=[CH:10][CH:9]=[C:8]2[C:3]=1[CH:4]=[C:5]([C:12]([O:14][CH3:15])=[O:13])[N:6]=[CH:7]2.C1(C)C=CC=CC=1.[Br:23][C:24]1[CH:29]=[CH:28][C:27]([CH2:30][N:31]=[C:32]=[O:33])=[CH:26][CH:25]=1. Given the product [Br:23][C:24]1[CH:25]=[CH:26][C:27]([CH2:30][NH:31][C:32]([NH:1][C:2]2[CH:11]=[CH:10][CH:9]=[C:8]3[C:3]=2[CH:4]=[C:5]([C:12]([O:14][CH3:15])=[O:13])[N:6]=[CH:7]3)=[O:33])=[CH:28][CH:29]=1, predict the reactants needed to synthesize it. (7) The reactants are: [CH3:1][C@@H:2]1[CH2:6][O:5][C:4](=[O:7])[N:3]1[C:8]1[CH:16]=[CH:15][C:11]([C:12]([OH:14])=O)=[CH:10][CH:9]=1.[ClH:17].[CH:18]1([C:21]2[C:22]([N:30]3[CH2:35][CH2:34][NH:33][CH2:32][CH2:31]3)=[N:23][CH:24]=[C:25]([CH:27]3[CH2:29][CH2:28]3)[CH:26]=2)[CH2:20][CH2:19]1. Given the product [ClH:17].[CH:18]1([C:21]2[C:22]([N:30]3[CH2:31][CH2:32][N:33]([C:12]([C:11]4[CH:10]=[CH:9][C:8]([N:3]5[C@H:2]([CH3:1])[CH2:6][O:5][C:4]5=[O:7])=[CH:16][CH:15]=4)=[O:14])[CH2:34][CH2:35]3)=[N:23][CH:24]=[C:25]([CH:27]3[CH2:29][CH2:28]3)[CH:26]=2)[CH2:19][CH2:20]1, predict the reactants needed to synthesize it. (8) Given the product [Cl:11][C:12]1[CH:25]=[CH:24][C:15]([CH2:16][S:17]([C:20]2[C:21](=[O:22])[O:10][C:5]3[C:6]([CH:7]=2)=[CH:9][C:2]([Cl:1])=[CH:3][CH:4]=3)(=[O:18])=[O:19])=[CH:14][C:13]=1[N+:26]([O-:28])=[O:27], predict the reactants needed to synthesize it. The reactants are: [Cl:1][C:2]1[CH:9]=[C:6]([CH:7]=O)[C:5]([OH:10])=[CH:4][CH:3]=1.[Cl:11][C:12]1[CH:25]=[CH:24][C:15]([CH2:16][S:17]([CH2:20][C:21](O)=[O:22])(=[O:19])=[O:18])=[CH:14][C:13]=1[N+:26]([O-:28])=[O:27]. (9) Given the product [CH3:16][O:15][C:12]1[CH:13]=[CH:14][C:9]([NH:8][C:4]2[N:5]=[CH:6][N:7]=[C:2]([NH:17][CH2:18][C:19]([OH:21])=[O:20])[CH:3]=2)=[CH:10][CH:11]=1, predict the reactants needed to synthesize it. The reactants are: Cl[C:2]1[N:7]=[CH:6][N:5]=[C:4]([NH:8][C:9]2[CH:14]=[CH:13][C:12]([O:15][CH3:16])=[CH:11][CH:10]=2)[CH:3]=1.[NH2:17][CH2:18][C:19]([OH:21])=[O:20].CCN(C(C)C)C(C)C.